From a dataset of Catalyst prediction with 721,799 reactions and 888 catalyst types from USPTO. Predict which catalyst facilitates the given reaction. (1) Reactant: [CH3:1][O:2][C:3]1[CH:21]=[C:20]([O:22][CH2:23][C:24]2[N:25]=[C:26]([C:29]3(O)[C:38]4[C:33](=[CH:34][CH:35]=[CH:36][CH:37]=4)[O:32][CH2:31][CH2:30]3)[S:27][CH:28]=2)[C:6]2[CH:7]=[C:8]([C:10]3[N:11]=[C:12]4[N:16]([CH:17]=3)[N:15]=[C:14]([O:18][CH3:19])[S:13]4)[O:9][C:5]=2[CH:4]=1.CCN(S(F)(F)F)CC. Product: [O:32]1[C:33]2[C:38](=[CH:37][CH:36]=[CH:35][CH:34]=2)[C:29]([C:26]2[S:27][CH:28]=[C:24]([CH2:23][O:22][C:20]3[C:6]4[CH:7]=[C:8]([C:10]5[N:11]=[C:12]6[N:16]([CH:17]=5)[N:15]=[C:14]([O:18][CH3:19])[S:13]6)[O:9][C:5]=4[CH:4]=[C:3]([O:2][CH3:1])[CH:21]=3)[N:25]=2)=[CH:30][CH2:31]1. The catalyst class is: 2. (2) The catalyst class is: 11. Product: [C:17]1(=[O:18])[O:16][CH:14]([CH3:25])[CH2:11][CH2:10]1.[C:17]([O:16][CH2:14][CH3:25])(=[O:18])[C:10]1[CH:9]=[CH:8][CH:13]=[CH:12][CH:11]=1. Reactant: [CH:13]1[C:8](O[C:8]2[CH:13]=[CH:12][C:11]3[C:14]([O:16][C:17](=[O:18])[C:10]=3[CH:9]=2)=O)=[CH:9][C:10]2[C:17]([O:16][C:14](=O)[C:11]=2[CH:12]=1)=[O:18].N1C=CC=C[CH:25]=1. (3) Reactant: [C:1]([OH:9])(=O)[C:2]1[CH:7]=[CH:6][CH:5]=[N:4][CH:3]=1.CCN=C=NCCCN(C)C.C1C=CC2N(O)N=NC=2C=1.[NH2:31][C:32]1[CH:33]=[C:34]([O:38][C:39]2[N:44]=[CH:43][C:42]3[N:45]=[C:46]([C:50]4[C:51]([NH2:55])=[N:52][O:53][N:54]=4)[N:47]([CH2:48][CH3:49])[C:41]=3[CH:40]=2)[CH:35]=[CH:36][CH:37]=1. Product: [NH2:55][C:51]1[C:50]([C:46]2[N:47]([CH2:48][CH3:49])[C:41]3[CH:40]=[C:39]([O:38][C:34]4[CH:33]=[C:32]([NH:31][C:1]([C:2]5[CH:3]=[N:4][CH:5]=[CH:6][CH:7]=5)=[O:9])[CH:37]=[CH:36][CH:35]=4)[N:44]=[CH:43][C:42]=3[N:45]=2)=[N:54][O:53][N:52]=1. The catalyst class is: 303. (4) Reactant: [I:1][C:2]1[CH:17]=[CH:16][C:5]2[NH:6][C:7]([CH2:12][C:13](O)=[O:14])=[N:8][S:9](=[O:11])(=[O:10])[C:4]=2[CH:3]=1.C([O:21][C:22]([C:24]1[N:25]([NH:29][CH2:30][CH2:31][CH:32]([CH3:34])[CH3:33])[CH:26]=[CH:27][CH:28]=1)=O)C=C.ClCCl.[O-]CC.[Na+].Cl. Product: [OH:21][C:22]1[C:24]2[N:25]([CH:26]=[CH:27][CH:28]=2)[N:29]([CH2:30][CH2:31][CH:32]([CH3:34])[CH3:33])[C:13](=[O:14])[C:12]=1[C:7]1[NH:6][C:5]2[CH:16]=[CH:17][C:2]([I:1])=[CH:3][C:4]=2[S:9](=[O:11])(=[O:10])[N:8]=1. The catalyst class is: 737. (5) Reactant: [Br:1][C:2]1[CH:7]=[CH:6][C:5]([C:8]2[C:14]3[CH:15]=[C:16]([O:21][CH3:22])[C:17]([O:19][CH3:20])=[CH:18][C:13]=3[CH2:12][C:11]([CH3:23])=[N:10][N:9]=2)=[CH:4][CH:3]=1.Cl.C([BH3-])#N.[Na+].[OH-].[Na+]. Product: [Br:1][C:2]1[CH:3]=[CH:4][C:5]([C:8]2[C:14]3[CH:15]=[C:16]([O:21][CH3:22])[C:17]([O:19][CH3:20])=[CH:18][C:13]=3[CH2:12][CH:11]([CH3:23])[NH:10][N:9]=2)=[CH:6][CH:7]=1. The catalyst class is: 5. (6) Reactant: F[C:2]1[CH:11]=[C:10]2[C:5]([C:6](=[O:13])[NH:7][C:8](=[O:12])[NH:9]2)=[CH:4][CH:3]=1.[NH2:14][C@H:15]1[CH2:20][CH2:19][C@H:18]([NH2:21])[CH2:17][CH2:16]1. Product: [NH2:14][C@H:15]1[CH2:20][CH2:19][C@H:18]([NH:21][C:2]2[CH:11]=[C:10]3[C:5]([C:6](=[O:13])[NH:7][C:8](=[O:12])[NH:9]3)=[CH:4][CH:3]=2)[CH2:17][CH2:16]1. The catalyst class is: 6. (7) Reactant: C(=O)([O-])[O-].[K+].[K+].FC(F)(F)C([NH:11][C:12]1[CH:17]=[CH:16][C:15]([CH:18]=[O:19])=[CH:14][C:13]=1[I:20])=O.C1(C)C=CC(S([CH2:32][N+:33]#[C-:34])(=O)=O)=CC=1. Product: [I:20][C:13]1[CH:14]=[C:15]([C:18]2[O:19][CH:34]=[N:33][CH:32]=2)[CH:16]=[CH:17][C:12]=1[NH2:11]. The catalyst class is: 5. (8) Reactant: [NH2:1][C:2]1[CH:28]=[C:27]([N:29]2[CH2:34][CH2:33][N:32]([CH3:35])[CH2:31][CH2:30]2)[CH:26]=[CH:25][C:3]=1[C:4]([NH:6][C:7]1[C:15]2[C:10](=[CH:11][CH:12]=[C:13]([S:16]([C:19]3[CH:24]=[CH:23][CH:22]=[CH:21][CH:20]=3)(=[O:18])=[O:17])[CH:14]=2)[NH:9][N:8]=1)=[O:5].FC(F)(F)C(O)=O.[O:43]1[CH2:48][CH2:47][C:46](=O)[CH2:45][CH2:44]1.C(O[BH-](OC(=O)C)OC(=O)C)(=O)C.C[N+](C)(C)C.[H-]. Product: [C:19]1([S:16]([C:13]2[CH:14]=[C:15]3[C:10](=[CH:11][CH:12]=2)[NH:9][N:8]=[C:7]3[NH:6][C:4](=[O:5])[C:3]2[CH:25]=[CH:26][C:27]([N:29]3[CH2:30][CH2:31][N:32]([CH3:35])[CH2:33][CH2:34]3)=[CH:28][C:2]=2[NH:1][CH:46]2[CH2:47][CH2:48][O:43][CH2:44][CH2:45]2)(=[O:18])=[O:17])[CH:20]=[CH:21][CH:22]=[CH:23][CH:24]=1. The catalyst class is: 4.